Dataset: NCI-60 drug combinations with 297,098 pairs across 59 cell lines. Task: Regression. Given two drug SMILES strings and cell line genomic features, predict the synergy score measuring deviation from expected non-interaction effect. (1) Drug 2: COC1=NC(=NC2=C1N=CN2C3C(C(C(O3)CO)O)O)N. Synergy scores: CSS=19.7, Synergy_ZIP=-3.21, Synergy_Bliss=-0.655, Synergy_Loewe=-2.32, Synergy_HSA=-0.461. Drug 1: C1CN1P(=S)(N2CC2)N3CC3. Cell line: HOP-62. (2) Drug 1: C1=CC(=CC=C1CCCC(=O)O)N(CCCl)CCCl. Drug 2: C1C(C(OC1N2C=NC3=C(N=C(N=C32)Cl)N)CO)O. Cell line: IGROV1. Synergy scores: CSS=37.1, Synergy_ZIP=6.59, Synergy_Bliss=6.40, Synergy_Loewe=5.98, Synergy_HSA=6.05. (3) Drug 1: C1=C(C(=O)NC(=O)N1)F. Synergy scores: CSS=21.2, Synergy_ZIP=1.49, Synergy_Bliss=3.37, Synergy_Loewe=3.25, Synergy_HSA=4.60. Cell line: SK-OV-3. Drug 2: CCC(=C(C1=CC=CC=C1)C2=CC=C(C=C2)OCCN(C)C)C3=CC=CC=C3.C(C(=O)O)C(CC(=O)O)(C(=O)O)O. (4) Drug 1: C1CCC(C1)C(CC#N)N2C=C(C=N2)C3=C4C=CNC4=NC=N3. Drug 2: C1C(C(OC1N2C=NC3=C2NC=NCC3O)CO)O. Cell line: MDA-MB-435. Synergy scores: CSS=-0.591, Synergy_ZIP=3.69, Synergy_Bliss=7.69, Synergy_Loewe=2.05, Synergy_HSA=1.52. (5) Drug 1: C1=NC2=C(N1)C(=S)N=CN2. Drug 2: C(CCl)NC(=O)N(CCCl)N=O. Cell line: SF-295. Synergy scores: CSS=32.8, Synergy_ZIP=-5.83, Synergy_Bliss=-4.60, Synergy_Loewe=-16.4, Synergy_HSA=-3.81. (6) Drug 1: C1CC(=O)NC(=O)C1N2C(=O)C3=CC=CC=C3C2=O. Drug 2: C(CN)CNCCSP(=O)(O)O. Cell line: MDA-MB-435. Synergy scores: CSS=9.31, Synergy_ZIP=0.139, Synergy_Bliss=4.37, Synergy_Loewe=3.69, Synergy_HSA=1.45. (7) Drug 1: CC=C1C(=O)NC(C(=O)OC2CC(=O)NC(C(=O)NC(CSSCCC=C2)C(=O)N1)C(C)C)C(C)C. Drug 2: CCC1(C2=C(COC1=O)C(=O)N3CC4=CC5=C(C=CC(=C5CN(C)C)O)N=C4C3=C2)O.Cl. Cell line: M14. Synergy scores: CSS=58.6, Synergy_ZIP=1.91, Synergy_Bliss=1.96, Synergy_Loewe=-4.81, Synergy_HSA=4.54.